From a dataset of Catalyst prediction with 721,799 reactions and 888 catalyst types from USPTO. Predict which catalyst facilitates the given reaction. (1) Product: [C:1]([C:5]1[CH:9]=[C:8]([CH2:10][CH2:11][C:12]2[CH:13]=[CH:14][CH:15]=[CH:16][CH:17]=2)[N:7]([CH2:21][C:22]2[CH:31]=[CH:30][C:25]([C:26]([O:28][CH3:29])=[O:27])=[CH:24][CH:23]=2)[N:6]=1)([CH3:4])([CH3:2])[CH3:3]. The catalyst class is: 9. Reactant: [C:1]([C:5]1[CH:9]=[C:8]([CH2:10][CH2:11][C:12]2[CH:17]=[CH:16][CH:15]=[CH:14][CH:13]=2)[NH:7][N:6]=1)([CH3:4])([CH3:3])[CH3:2].[H-].[Na+].Br[CH2:21][C:22]1[CH:31]=[CH:30][C:25]([C:26]([O:28][CH3:29])=[O:27])=[CH:24][CH:23]=1.Cl. (2) The catalyst class is: 136. Product: [F:19][C:20]([F:36])([F:37])[C:21]1[CH:22]=[CH:23][C:24]([O:27][C:28]2[CH:29]=[C:30]([CH2:31][NH:32][C:11](=[O:13])[C:10]3[CH:14]=[CH:15][C:16]([CH3:18])=[N:17][C:9]=3[NH2:8])[CH:33]=[CH:34][CH:35]=2)=[CH:25][CH:26]=1. Reactant: C(N(CC)CC)C.[NH2:8][C:9]1[N:17]=[C:16]([CH3:18])[CH:15]=[CH:14][C:10]=1[C:11]([OH:13])=O.[F:19][C:20]([F:37])([F:36])[C:21]1[CH:26]=[CH:25][C:24]([O:27][C:28]2[CH:29]=[C:30]([CH:33]=[CH:34][CH:35]=2)[CH2:31][NH2:32])=[CH:23][CH:22]=1.CN([P+](ON1N=NC2C=CC=CC1=2)(N(C)C)N(C)C)C.F[P-](F)(F)(F)(F)F. (3) Reactant: C[N:2]1[CH:7]=[C:6]([N+]([O-])=O)[CH:5]=[C:4]([N+:11]([O-:13])=[O:12])[C:3]1=O.[CH2:15]([O:22][CH2:23][CH:24]1[CH2:29]C(=O)C[CH2:26][O:25]1)[C:16]1[CH:21]=[CH:20][CH:19]=[CH:18][CH:17]=1.O. Product: [CH2:15]([O:22][CH2:23][CH:24]1[O:25][CH2:26][C:6]2[C:7](=[N:2][CH:3]=[C:4]([N+:11]([O-:13])=[O:12])[CH:5]=2)[CH2:29]1)[C:16]1[CH:21]=[CH:20][CH:19]=[CH:18][CH:17]=1. The catalyst class is: 547. (4) Reactant: C[O:2][C:3](=O)[C:4]1[CH:9]=[CH:8][C:7]([O:10][CH3:11])=[N:6][CH:5]=1.[H-].COCCO[Al+]OCCOC.[Na+].[H-].[OH-].[Na+]. Product: [CH3:11][O:10][C:7]1[N:6]=[CH:5][C:4]([CH2:3][OH:2])=[CH:9][CH:8]=1. The catalyst class is: 310. (5) Reactant: P([O-])([O-])([O-])=O.[CH3:6][O:7][C:8]([CH3:16])([CH2:13][CH2:14][CH3:15])[C:9]([O:11]C)=[O:10].[OH-].[Na+].Cl. Product: [CH3:6][O:7][C@@:8]([CH3:16])([CH2:13][CH2:14][CH3:15])[C:9]([OH:11])=[O:10]. The catalyst class is: 21.